Dataset: Forward reaction prediction with 1.9M reactions from USPTO patents (1976-2016). Task: Predict the product of the given reaction. (1) Given the reactants [CH3:1][C:2]1[CH:9]=[CH:8][CH:7]=[CH:6][C:3]=1[CH:4]=O.[CH3:10][O:11][C:12]1[CH:13]=[C:14]([CH:16]=[CH:17][CH:18]=1)[NH2:15], predict the reaction product. The product is: [CH3:10][O:11][C:12]1[CH:13]=[C:14]([CH:16]=[CH:17][CH:18]=1)[N:15]=[CH:4][C:3]1[CH:6]=[CH:7][CH:8]=[CH:9][C:2]=1[CH3:1]. (2) Given the reactants ClC(Cl)C.[Br:5][C:6]1[C:11]([O:12][CH3:13])=[CH:10][C:9]([O:14][CH3:15])=[CH:8][C:7]=1[F:16].[CH:17]1([CH2:23][C:24](Cl)=[O:25])[CH2:22][CH2:21][CH2:20][CH2:19][CH2:18]1.Cl, predict the reaction product. The product is: [Br:5][C:6]1[C:7]([F:16])=[C:8]([C:24](=[O:25])[CH2:23][CH:17]2[CH2:22][CH2:21][CH2:20][CH2:19][CH2:18]2)[C:9]([O:14][CH3:15])=[CH:10][C:11]=1[O:12][CH3:13]. (3) Given the reactants [NH:1]([C:5]1[CH:10]=[CH:9][C:8]([OH:11])=[CH:7][CH:6]=1)C(C)=O.[OH-].[K+].[C:14](=[O:16])=[O:15], predict the reaction product. The product is: [NH2:1][C:5]1[CH:6]=[C:7]([C:14]([OH:16])=[O:15])[C:8]([OH:11])=[CH:9][CH:10]=1. (4) Given the reactants [CH3:1][NH:2][S:3]([C:6]1[C:11]([Cl:12])=[CH:10][CH:9]=[C:8]([N+:13]([O-])=O)[C:7]=1[OH:16])(=[O:5])=[O:4], predict the reaction product. The product is: [CH3:1][NH:2][S:3]([C:6]1[C:11]([Cl:12])=[CH:10][CH:9]=[C:8]([NH2:13])[C:7]=1[OH:16])(=[O:5])=[O:4].